This data is from Forward reaction prediction with 1.9M reactions from USPTO patents (1976-2016). The task is: Predict the product of the given reaction. (1) Given the reactants [CH3:1][C:2]([CH3:10])([C:4](=[O:9])[CH2:5][CH:6]([CH3:8])[CH3:7])[CH3:3].[Br:11]Br.O, predict the reaction product. The product is: [Br:11][CH:5]([CH:6]([CH3:8])[CH3:7])[C:4](=[O:9])[C:2]([CH3:10])([CH3:3])[CH3:1]. (2) Given the reactants C(OC([N:8]1[CH2:13][CH2:12][CH:11]([C:14]2[CH:19]=[CH:18][CH:17]=[CH:16][C:15]=2[C:20]#[N:21])[CH2:10][CH2:9]1)=O)(C)(C)C, predict the reaction product. The product is: [NH:8]1[CH2:13][CH2:12][CH:11]([C:14]2[CH:19]=[CH:18][CH:17]=[CH:16][C:15]=2[C:20]#[N:21])[CH2:10][CH2:9]1. (3) The product is: [CH3:11][S:8]([C:4]1[N:3]=[C:2]([NH2:23])[CH:7]=[CH:6][N:5]=1)(=[O:10])=[O:9]. Given the reactants Cl[C:2]1[CH:7]=[CH:6][N:5]=[C:4]([S:8]([CH3:11])(=[O:10])=[O:9])[N:3]=1.S1C(C2C=C(N)C=C3C=2N[N:23]=C3)=CC2C=CC=CC1=2.CCN(CC)CC, predict the reaction product. (4) Given the reactants [Cl:1][C:2]1[CH:11]=[CH:10][CH:9]=[C:8]2[C:3]=1[N:4]=[C:5]([C:13]([O:15][CH2:16][CH3:17])=[O:14])[C:6](=[O:12])[NH:7]2.[CH3:18][O:19][C:20]1[CH:25]=[CH:24][C:23](OB(O)O)=[CH:22][CH:21]=1.N1C=CC=CC=1.C(N(CC)CC)C, predict the reaction product. The product is: [Cl:1][C:2]1[CH:11]=[CH:10][CH:9]=[C:8]2[C:3]=1[N:4]=[C:5]([C:13]([O:15][CH2:16][CH3:17])=[O:14])[C:6](=[O:12])[N:7]2[C:23]1[CH:24]=[CH:25][C:20]([O:19][CH3:18])=[CH:21][CH:22]=1. (5) Given the reactants [CH3:1][C:2]1([CH3:28])[C:14]2[CH:13]=[C:12]([C:15]3[C:20]4[S:21][C:22]5[CH:27]=[CH:26][CH:25]=[CH:24][C:23]=5[C:19]=4[CH:18]=[CH:17][CH:16]=3)[CH:11]=[CH:10][C:9]=2[C:8]2[C:3]1=[CH:4][CH:5]=[CH:6][CH:7]=2.C([Li])(CC)C.C(O[B:38]1[O:42][C:41]([CH3:44])([CH3:43])[C:40]([CH3:46])([CH3:45])[O:39]1)(C)C, predict the reaction product. The product is: [CH3:1][C:2]1([CH3:28])[C:14]2[CH:13]=[C:12]([C:15]3[C:20]4[S:21][C:22]5[C:27]([B:38]6[O:42][C:41]([CH3:44])([CH3:43])[C:40]([CH3:46])([CH3:45])[O:39]6)=[CH:26][CH:25]=[CH:24][C:23]=5[C:19]=4[CH:18]=[CH:17][CH:16]=3)[CH:11]=[CH:10][C:9]=2[C:8]2[C:3]1=[CH:4][CH:5]=[CH:6][CH:7]=2. (6) Given the reactants [CH3:1][C@@H:2]1[O:4][C@@H:3]1[P:5]([O-:8])([O-:7])=[O:6].[Na+].[Na+].[CH2:11]1[C@@H:16]([NH2:17])[C@H:15]([O:18][C@H:19]2[O:24][C@H:23]([CH2:25][OH:26])[C@@H:22]([OH:27])[C@H:21]([NH2:28])[C@H:20]2[OH:29])[C@@H:14]([OH:30])[C@H:13]([O:31][C@H:32]2[O:37][C@H:36]([CH2:38][NH2:39])[C@@H:35]([OH:40])[CH2:34][C@H:33]2[NH2:41])[C@H:12]1[NH2:42].Cl, predict the reaction product. The product is: [CH3:1][C@@H:2]1[O:4][C@@H:3]1[P:5]([OH:8])([OH:7])=[O:6].[CH2:11]1[C@@H:16]([NH2:17])[C@H:15]([O:18][C@H:19]2[O:24][C@H:23]([CH2:25][OH:26])[C@@H:22]([OH:27])[C@H:21]([NH2:28])[C@H:20]2[OH:29])[C@@H:14]([OH:30])[C@H:13]([O:31][C@H:32]2[O:37][C@H:36]([CH2:38][NH2:39])[C@@H:35]([OH:40])[CH2:34][C@H:33]2[NH2:41])[C@H:12]1[NH2:42].